This data is from Peptide-MHC class I binding affinity with 185,985 pairs from IEDB/IMGT. The task is: Regression. Given a peptide amino acid sequence and an MHC pseudo amino acid sequence, predict their binding affinity value. This is MHC class I binding data. The peptide sequence is WTVNDIQKL. The MHC is HLA-B07:02 with pseudo-sequence HLA-B07:02. The binding affinity (normalized) is 0.